From a dataset of NCI-60 drug combinations with 297,098 pairs across 59 cell lines. Regression. Given two drug SMILES strings and cell line genomic features, predict the synergy score measuring deviation from expected non-interaction effect. Drug 1: CC1C(C(=O)NC(C(=O)N2CCCC2C(=O)N(CC(=O)N(C(C(=O)O1)C(C)C)C)C)C(C)C)NC(=O)C3=C4C(=C(C=C3)C)OC5=C(C(=O)C(=C(C5=N4)C(=O)NC6C(OC(=O)C(N(C(=O)CN(C(=O)C7CCCN7C(=O)C(NC6=O)C(C)C)C)C)C(C)C)C)N)C. Drug 2: CC12CCC3C(C1CCC2OP(=O)(O)O)CCC4=C3C=CC(=C4)OC(=O)N(CCCl)CCCl.[Na+]. Cell line: IGROV1. Synergy scores: CSS=66.2, Synergy_ZIP=14.9, Synergy_Bliss=18.3, Synergy_Loewe=-40.6, Synergy_HSA=19.1.